This data is from Forward reaction prediction with 1.9M reactions from USPTO patents (1976-2016). The task is: Predict the product of the given reaction. (1) Given the reactants C[O:2][C:3](=[O:23])[C@@H:4]([NH:12][C:13]([O:15][CH2:16][C:17]1[CH:22]=[CH:21][CH:20]=[CH:19][CH:18]=1)=[O:14])[CH:5]([CH2:9][O:10][CH3:11])[CH2:6][O:7][CH3:8].O[Li].O, predict the reaction product. The product is: [CH2:16]([O:15][C:13]([NH:12][C@@H:4]([CH:5]([CH2:9][O:10][CH3:11])[CH2:6][O:7][CH3:8])[C:3]([OH:23])=[O:2])=[O:14])[C:17]1[CH:18]=[CH:19][CH:20]=[CH:21][CH:22]=1. (2) Given the reactants C[N:2]1[C:10]2[C:5](=CC=CC=2)C=C1.[Li][C:12]([CH3:15])([CH3:14])[CH3:13].[S:16](=[O:18])=[O:17].C1C(=O)N([Cl:26])C(=O)C1.[CH2:27]1[CH2:31]OC[CH2:28]1, predict the reaction product. The product is: [CH3:5][C:10]1([S:16]([Cl:26])(=[O:18])=[O:17])[CH:15]=[C:12]2[C:14]([CH:28]=[CH:27][CH:31]=[CH:13]2)=[N:2]1. (3) Given the reactants [Br:1][C:2]1[CH:7]=[C:6]([F:8])C(N)=[C:4]([F:10])[CH:3]=1.[CH2:11](Br)[C:12]1[CH:17]=[CH:16][CH:15]=[CH:14][CH:13]=1.C(=O)(O)[O-].[K+].C(O[CH2:28][CH3:29])(=O)C.[CH3:30][N:31]([CH3:34])C=O, predict the reaction product. The product is: [CH2:11]([N:31]([CH2:34][C:29]1[CH:28]=[CH:4][CH:3]=[CH:2][CH:7]=1)[C:30]1[C:4]([F:10])=[CH:3][C:2]([Br:1])=[CH:7][C:6]=1[F:8])[C:12]1[CH:17]=[CH:16][CH:15]=[CH:14][CH:13]=1. (4) Given the reactants [O:1]1[CH2:6][C:5](=[O:7])[NH:4][C:3]2[CH:8]=[N:9][CH:10]=[CH:11][C:2]1=2.[H-].[Na+].[Br:14][C:15]1[CH:16]=[C:17]([CH:21]=[C:22]([Br:26])[C:23]=1[O:24][CH3:25])[C:18](Cl)=[O:19], predict the reaction product. The product is: [Br:14][C:15]1[CH:16]=[C:17]([CH:21]=[C:22]([Br:26])[C:23]=1[O:24][CH3:25])[C:18]([N:4]1[C:5](=[O:7])[CH2:6][O:1][C:2]2[CH:11]=[CH:10][N:9]=[CH:8][C:3]1=2)=[O:19]. (5) The product is: [Cl:1][C:2]1[CH:3]=[CH:4][C:5]([C:8]2[C:12]3[CH:13]=[CH:14][C:15]([CH2:17][CH2:18][CH2:19][CH2:20][N:26]([CH2:30][CH2:31][OH:32])[CH2:27][CH2:28][OH:29])=[CH:16][C:11]=3[S:10][N:9]=2)=[CH:6][CH:7]=1. Given the reactants [Cl:1][C:2]1[CH:7]=[CH:6][C:5]([C:8]2[C:12]3[CH:13]=[CH:14][C:15]([CH2:17][CH2:18][CH2:19][CH2:20]OS(C)(=O)=O)=[CH:16][C:11]=3[S:10][N:9]=2)=[CH:4][CH:3]=1.[NH:26]([CH2:30][CH2:31][OH:32])[CH2:27][CH2:28][OH:29], predict the reaction product.